Dataset: Forward reaction prediction with 1.9M reactions from USPTO patents (1976-2016). Task: Predict the product of the given reaction. (1) Given the reactants [CH:1]([N:4]([CH:18]([CH3:20])[CH3:19])[C:5]([N:7]1[C:11]2[CH:12]=[C:13]([CH3:17])[C:14]([CH3:16])=[CH:15][C:10]=2[N:9]=[CH:8]1)=[O:6])([CH3:3])[CH3:2].[Li]CCCC.Cl[P:27]([CH:31]([CH3:33])[CH3:32])[CH:28]([CH3:30])[CH3:29], predict the reaction product. The product is: [CH:28]([P:27]([CH:31]([CH3:33])[CH3:32])[C:8]1[N:7]([C:5]([N:4]([CH:1]([CH3:3])[CH3:2])[CH:18]([CH3:20])[CH3:19])=[O:6])[C:11]2[CH:12]=[C:13]([CH3:17])[C:14]([CH3:16])=[CH:15][C:10]=2[N:9]=1)([CH3:30])[CH3:29]. (2) Given the reactants [Br:1][C:2]1[CH:3]=[CH:4][C:5]([O:10][C:11]2[CH:16]=[CH:15][C:14]([F:17])=[CH:13][CH:12]=2)=[C:6]([CH:9]=1)[CH:7]=O.[CH3:18][Si:19]([CH3:26])([CH3:25])N[Si:19]([CH3:26])([CH3:25])[CH3:18].C([Li])CCC.C[Si](Cl)(C)C.[CH2:37]([N:39](CC)CC)[CH3:38].C(Cl)(=[O:46])C, predict the reaction product. The product is: [Br:1][C:2]1[CH:3]=[CH:4][C:5]([O:10][C:11]2[CH:16]=[CH:15][C:14]([F:17])=[CH:13][CH:12]=2)=[C:6]([CH:7]=[N:39][C:37]([O:46][Si:19]([CH3:26])([CH3:25])[CH3:18])=[CH2:38])[CH:9]=1. (3) Given the reactants [Cl:1][C:2]1[CH:7]=[CH:6][C:5](/[CH:8]=[CH:9]/[C:10]([OH:12])=O)=[C:4]([CH2:13][N:14]2[N:18]=[N:17][C:16]([CH3:19])=[N:15]2)[CH:3]=1.[CH3:20][C:21]1[N:25]([CH:26]2[CH2:31][CH2:30][NH:29][CH2:28][CH2:27]2)[N:24]=[N:23][N:22]=1.CCN(C(C)C)C(C)C.C(P1(=O)OP(CCC)(=O)OP(CCC)(=O)O1)CC, predict the reaction product. The product is: [Cl:1][C:2]1[CH:7]=[CH:6][C:5](/[CH:8]=[CH:9]/[C:10]([N:29]2[CH2:30][CH2:31][CH:26]([N:25]3[C:21]([CH3:20])=[N:22][N:23]=[N:24]3)[CH2:27][CH2:28]2)=[O:12])=[C:4]([CH2:13][N:14]2[N:18]=[N:17][C:16]([CH3:19])=[N:15]2)[CH:3]=1. (4) Given the reactants [CH:1]([C:4]1[C:13]2[C:8](=[C:9]([CH3:15])[CH:10]=[CH:11][C:12]=2[CH3:14])[N:7]=[C:6](O)[CH:5]=1)([CH3:3])[CH3:2].O=P(Cl)(Cl)[Cl:19], predict the reaction product. The product is: [Cl:19][C:6]1[CH:5]=[C:4]([CH:1]([CH3:3])[CH3:2])[C:13]2[C:8](=[C:9]([CH3:15])[CH:10]=[CH:11][C:12]=2[CH3:14])[N:7]=1.